This data is from Ames mutagenicity test results for genotoxicity prediction. The task is: Regression/Classification. Given a drug SMILES string, predict its toxicity properties. Task type varies by dataset: regression for continuous values (e.g., LD50, hERG inhibition percentage) or binary classification for toxic/non-toxic outcomes (e.g., AMES mutagenicity, cardiotoxicity, hepatotoxicity). Dataset: ames. (1) The drug is CN(C(=O)CCCl)c1snc2ccccc12. The result is 1 (mutagenic). (2) The drug is CC(=O)c1c(C)c([N+](=O)[O-])c(C(C)(C)C)c([N+](=O)[O-])c1C. The result is 0 (non-mutagenic). (3) The molecule is Cc1c(-c2ccccc2)oc2c(C(=O)OCCN3CCCCC3)cccc2c1=O. The result is 0 (non-mutagenic). (4) The molecule is O=C(O)CS. The result is 0 (non-mutagenic). (5) The drug is C1=CC2CCCCC2c2ccccc21. The result is 1 (mutagenic). (6) The compound is C=CCC1=C(C)[C@H](OC(=O)[C@H]2[C@H](C=C(C)C)C2(C)C)CC1=O. The result is 1 (mutagenic). (7) The drug is O=C(c1ccc2c(c1)OCO2)[C@@H]1CO1. The result is 1 (mutagenic). (8) The drug is CC(C)[C@@H]1CC[C@H](C)[C@@H]2CC[C@H](C)C[C@@H]12. The result is 1 (mutagenic). (9) The molecule is CC(=O)OC1Cc2cc3cccc4ccc5ccc1c2c5c43. The result is 1 (mutagenic). (10) The result is 1 (mutagenic). The compound is CC(C)=CCOc1c2occc2cc2ccc(=O)oc12.